This data is from Peptide-MHC class I binding affinity with 185,985 pairs from IEDB/IMGT. The task is: Regression. Given a peptide amino acid sequence and an MHC pseudo amino acid sequence, predict their binding affinity value. This is MHC class I binding data. (1) The peptide sequence is YRYGNGVWI. The MHC is Mamu-B17 with pseudo-sequence Mamu-B17. The binding affinity (normalized) is 0.334. (2) The peptide sequence is ATPYDINQML. The MHC is HLA-B42:01 with pseudo-sequence HLA-B42:01. The binding affinity (normalized) is 0.466. (3) The peptide sequence is LTMVAGAVW. The MHC is HLA-A23:01 with pseudo-sequence HLA-A23:01. The binding affinity (normalized) is 0.360. (4) The peptide sequence is ALLFLMSFT. The MHC is HLA-A02:03 with pseudo-sequence HLA-A02:03. The binding affinity (normalized) is 0.298. (5) The peptide sequence is VTRQIHNPR. The MHC is HLA-B40:01 with pseudo-sequence HLA-B40:01. The binding affinity (normalized) is 0.0847. (6) The peptide sequence is EALPHIIDEV. The MHC is H-2-Db with pseudo-sequence H-2-Db. The binding affinity (normalized) is 0.162. (7) The peptide sequence is RPMTYKAAL. The MHC is HLA-B42:01 with pseudo-sequence HLA-B42:01. The binding affinity (normalized) is 0.928. (8) The peptide sequence is MLMTGTLAV. The MHC is HLA-B08:01 with pseudo-sequence HLA-B08:01. The binding affinity (normalized) is 0.712. (9) The MHC is HLA-A02:03 with pseudo-sequence HLA-A02:03. The peptide sequence is TSTLQEQIAW. The binding affinity (normalized) is 0.